Dataset: Catalyst prediction with 721,799 reactions and 888 catalyst types from USPTO. Task: Predict which catalyst facilitates the given reaction. (1) Reactant: [CH2:1]([O:3][C:4]1[CH:11]=[C:10]([O:12][CH2:13][CH3:14])[C:9]([Br:15])=[CH:8][C:5]=1[CH:6]=[O:7])[CH3:2].CC(C[AlH]CC(C)C)C.O. Product: [CH2:1]([O:3][C:4]1[CH:11]=[C:10]([O:12][CH2:13][CH3:14])[C:9]([Br:15])=[CH:8][C:5]=1[CH2:6][OH:7])[CH3:2]. The catalyst class is: 11. (2) Reactant: C(OC(=O)[NH:5][C:6]([NH:8][C:9]1[CH:14]=[CH:13][C:12]([O:15][C:16]2[CH:21]=[CH:20][C:19]([Cl:22])=[C:18]([NH:23][C:24]([O:26][C:27]([CH3:30])([CH3:29])[CH3:28])=[O:25])[CH:17]=2)=[CH:11][N:10]=1)=S)C.[Cl-].O[NH3+].C([N:38](CC)C(C)C)(C)C.C(O)C. Product: [NH2:38][C:6]1[N:8]=[C:9]2[CH:14]=[CH:13][C:12]([O:15][C:16]3[CH:21]=[CH:20][C:19]([Cl:22])=[C:18]([NH:23][C:24](=[O:25])[O:26][C:27]([CH3:29])([CH3:28])[CH3:30])[CH:17]=3)=[CH:11][N:10]2[N:5]=1. The catalyst class is: 5. (3) Reactant: [OH-].[Li+].C[O:4][C:5](=[O:25])[C:6]1[CH:11]=[CH:10][CH:9]=[C:8]([O:12][CH2:13][C:14](=[O:24])[NH:15][C:16]2[CH:21]=[CH:20][C:19]([C:22]#[N:23])=[CH:18][CH:17]=2)[CH:7]=1.CO.O1CCCC1. Product: [C:22]([C:19]1[CH:18]=[CH:17][C:16]([NH:15][C:14]([CH2:13][O:12][C:8]2[CH:7]=[C:6]([CH:11]=[CH:10][CH:9]=2)[C:5]([OH:25])=[O:4])=[O:24])=[CH:21][CH:20]=1)#[N:23]. The catalyst class is: 6. (4) Reactant: [CH2:1]([O:8][N:9]1[C:15](=[O:16])[N:14]2[CH2:17][CH:10]1[CH2:11][CH2:12][CH:13]2[C:18]([OH:20])=O)[C:2]1[CH:7]=[CH:6][CH:5]=[CH:4][CH:3]=1.[CH3:21][N:22]([C:24]([O:26][C:27]([CH3:30])([CH3:29])[CH3:28])=[O:25])[NH2:23].[I-].ClC1C=CC=C[N+]=1C.C(=O)(O)[O-].[Na+]. Product: [CH2:1]([O:8][N:9]1[C:15](=[O:16])[N:14]2[CH2:17][CH:10]1[CH2:11][CH2:12][CH:13]2[C:18]([NH:23][N:22]([CH3:21])[C:24]([O:26][C:27]([CH3:30])([CH3:29])[CH3:28])=[O:25])=[O:20])[C:2]1[CH:3]=[CH:4][CH:5]=[CH:6][CH:7]=1. The catalyst class is: 571. (5) Reactant: [Br:1][C:2]1[CH:3]=[CH:4][C:5]2[N:6]([C:8]([C:11]3[CH:16]=[CH:15][CH:14]=[CH:13][C:12]=3[S:17][CH2:18][CH2:19][OH:20])=[N:9][N:10]=2)[CH:7]=1.N1C=CN=C1.CN(C1C=CC=CN=1)C.Cl[Si:36]([CH:43]([CH3:45])[CH3:44])([CH:40]([CH3:42])[CH3:41])[CH:37]([CH3:39])[CH3:38]. Product: [Br:1][C:2]1[CH:3]=[CH:4][C:5]2[N:6]([C:8]([C:11]3[CH:16]=[CH:15][CH:14]=[CH:13][C:12]=3[S:17][CH2:18][CH2:19][O:20][Si:36]([CH:43]([CH3:45])[CH3:44])([CH:40]([CH3:42])[CH3:41])[CH:37]([CH3:39])[CH3:38])=[N:9][N:10]=2)[CH:7]=1. The catalyst class is: 504. (6) Reactant: [C:1]([N:4]1[C:13]2[C:12]3[N:14]=[C:15]([CH3:18])[N:16]([CH3:17])[C:11]=3[CH:10]=[CH:9][C:8]=2[C@@H:7](O)[C@H:6]([OH:20])[C@H:5]1[C:21]1[CH:26]=[CH:25][CH:24]=[CH:23][CH:22]=1)(=[O:3])[CH3:2].C(P(CCCC)CCCC)CCC.N(C(OC(C)C)=O)=NC(OC(C)C)=O. Product: [C:1]([N:4]1[C:13]2[C:12]3[N:14]=[C:15]([CH3:18])[N:16]([CH3:17])[C:11]=3[CH:10]=[CH:9][C:8]=2[C@@H:7]2[O:20][C@@H:6]2[C@H:5]1[C:21]1[CH:26]=[CH:25][CH:24]=[CH:23][CH:22]=1)(=[O:3])[CH3:2]. The catalyst class is: 3.